The task is: Regression. Given a peptide amino acid sequence and an MHC pseudo amino acid sequence, predict their binding affinity value. This is MHC class I binding data.. This data is from Peptide-MHC class I binding affinity with 185,985 pairs from IEDB/IMGT. (1) The peptide sequence is KSTELIRRVR. The MHC is HLA-A68:01 with pseudo-sequence HLA-A68:01. The binding affinity (normalized) is 0.371. (2) The MHC is HLA-A30:01 with pseudo-sequence HLA-A30:01. The binding affinity (normalized) is 0.00386. The peptide sequence is CPAVAVHDF. (3) The peptide sequence is PFGICKLCLRF. The MHC is H-2-Kd with pseudo-sequence H-2-Kd. The binding affinity (normalized) is 0.135. (4) The peptide sequence is RTFGKLPYR. The MHC is HLA-B40:01 with pseudo-sequence HLA-B40:01. The binding affinity (normalized) is 0.0847. (5) The peptide sequence is LPGCSFSIF. The MHC is HLA-B51:01 with pseudo-sequence HLA-B51:01. The binding affinity (normalized) is 0.514.